Dataset: Full USPTO retrosynthesis dataset with 1.9M reactions from patents (1976-2016). Task: Predict the reactants needed to synthesize the given product. (1) Given the product [ClH:1].[ClH:1].[CH:4]([C@H:17]1[N:22]2[CH2:23][CH2:24][N:25]([C:52](=[O:57])[NH:48][CH3:45])[CH2:26][C@H:21]2[CH2:20][N:19]([CH2:27][C:28]2[CH:33]=[C:32]([N:34]3[C:38]([C:39]([F:42])([F:41])[F:40])=[N:37][N:36]=[N:35]3)[CH:31]=[CH:30][C:29]=2[O:43][CH3:44])[CH2:18]1)([C:5]1[CH:10]=[CH:9][CH:8]=[CH:7][CH:6]=1)[C:11]1[CH:12]=[CH:13][CH:14]=[CH:15][CH:16]=1, predict the reactants needed to synthesize it. The reactants are: [ClH:1].Cl.Cl.[CH:4]([C@H:17]1[N:22]2[CH2:23][CH2:24][NH:25][CH2:26][C@H:21]2[CH2:20][N:19]([CH2:27][C:28]2[CH:33]=[C:32]([N:34]3[C:38]([C:39]([F:42])([F:41])[F:40])=[N:37][N:36]=[N:35]3)[CH:31]=[CH:30][C:29]=2[O:43][CH3:44])[CH2:18]1)([C:11]1[CH:16]=[CH:15][CH:14]=[CH:13][CH:12]=1)[C:5]1[CH:10]=[CH:9][CH:8]=[CH:7][CH:6]=1.[CH:45]([N:48]([CH2:52]C)C(C)C)(C)C.Cl.C(OCC)(=[O:57])C. (2) Given the product [F:29][C:27]([F:28])([F:30])[S:24]([NH:23][C@@H:18]1[CH2:17][C:16]2[C:20](=[CH:21][CH:22]=[C:14]([CH2:13][C:11]3[CH:12]=[C:3]([C:2]([F:1])([F:31])[F:32])[CH:4]=[C:5]([CH2:6][OH:7])[CH:10]=3)[CH:15]=2)[CH2:19]1)(=[O:26])=[O:25], predict the reactants needed to synthesize it. The reactants are: [F:1][C:2]([F:32])([F:31])[C:3]1[CH:4]=[C:5]([CH:10]=[C:11]([CH2:13][C:14]2[CH:15]=[C:16]3[C:20](=[CH:21][CH:22]=2)[CH2:19][C@H:18]([NH:23][S:24]([C:27]([F:30])([F:29])[F:28])(=[O:26])=[O:25])[CH2:17]3)[CH:12]=1)[C:6](OC)=[O:7].[H-].[Al+3].[Li+].[H-].[H-].[H-]. (3) The reactants are: [N:1]1[C:11]2[NH:10][C:9]3[CH:12]=[CH:13][CH:14]=[CH:15][C:8]=3[C:7](=[O:16])[NH:6][C:5]=2[CH:4]=[CH:3][CH:2]=1.[H-].[Na+].Br[CH2:20][C:21]([C:23]1[CH:28]=[CH:27][C:26]([C:29]2([NH:33][C:34](=[O:40])[O:35][C:36]([CH3:39])([CH3:38])[CH3:37])[CH2:32][CH2:31][CH2:30]2)=[CH:25][CH:24]=1)=[O:22]. Given the product [O:16]=[C:7]1[N:6]([CH2:20][C:21]([C:23]2[CH:24]=[CH:25][C:26]([C:29]3([NH:33][C:34](=[O:40])[O:35][C:36]([CH3:39])([CH3:38])[CH3:37])[CH2:32][CH2:31][CH2:30]3)=[CH:27][CH:28]=2)=[O:22])[C:5]2[CH:4]=[CH:3][CH:2]=[N:1][C:11]=2[NH:10][C:9]2[CH:12]=[CH:13][CH:14]=[CH:15][C:8]1=2, predict the reactants needed to synthesize it. (4) The reactants are: [OH:1][C:2]1[CH:7]=[CH:6][C:5]([C:8]2[C:9]([CH3:18])=[N:10][O:11][C:12]=2[CH2:13][C:14]([O:16][CH3:17])=[O:15])=[CH:4][CH:3]=1.[CH3:19][O:20]/[N:21]=[C:22](/[C:33]1[CH:38]=[CH:37][CH:36]=[CH:35][CH:34]=1)\[CH2:23][O:24][C:25]1[CH:30]=[CH:29][C:28]([CH2:31]O)=[CH:27][CH:26]=1.C(P(CCCC)CCCC)CCC.N(C(N1CCCCC1)=O)=NC(N1CCCCC1)=O. Given the product [CH3:19][O:20]/[N:21]=[C:22](/[C:33]1[CH:38]=[CH:37][CH:36]=[CH:35][CH:34]=1)\[CH2:23][O:24][C:25]1[CH:30]=[CH:29][C:28]([CH2:31][O:1][C:2]2[CH:3]=[CH:4][C:5]([C:8]3[C:9]([CH3:18])=[N:10][O:11][C:12]=3[CH2:13][C:14]([O:16][CH3:17])=[O:15])=[CH:6][CH:7]=2)=[CH:27][CH:26]=1, predict the reactants needed to synthesize it. (5) The reactants are: [CH2:1]([O:5][C:6]1[C:15]2[C:10](=[CH:11][CH:12]=[C:13]([N:16]3[CH:20]=[CH:19][CH:18]=[CH:17]3)[CH:14]=2)[C:9](=[O:21])[N:8]([CH2:22][CH:23]([CH3:25])[CH3:24])[C:7]=1[CH2:26][NH:27]C(=O)OC(C)(C)C)[CH2:2][CH2:3][CH3:4].[ClH:35]. Given the product [ClH:35].[ClH:35].[NH2:27][CH2:26][C:7]1[N:8]([CH2:22][CH:23]([CH3:24])[CH3:25])[C:9](=[O:21])[C:10]2[C:15]([C:6]=1[O:5][CH2:1][CH2:2][CH2:3][CH3:4])=[CH:14][C:13]([N:16]1[CH:20]=[CH:19][CH:18]=[CH:17]1)=[CH:12][CH:11]=2, predict the reactants needed to synthesize it. (6) The reactants are: [Cl:1][CH2:2][C:3]1[C:12]2[C:7](=[C:8]([CH3:14])[C:9]([OH:13])=[CH:10][CH:11]=2)[O:6][C:5](=[O:15])[CH:4]=1.[S:16]([O-:19])([O-:18])=[O:17].[Na+:20].[Na+].[CH2:22](O)C. Given the product [Cl:1][CH2:2][C:3]1([CH2:22][S:16]([O-:19])(=[O:18])=[O:17])[C:12]2[C:7](=[C:8]([CH3:14])[C:9]([OH:13])=[CH:10][CH:11]=2)[O:6][C:5](=[O:15])[CH2:4]1.[Na+:20], predict the reactants needed to synthesize it. (7) Given the product [N:1]([C@@H:4]([C@H:31]([C:39]1[CH:40]=[C:41]([F:46])[CH:42]=[C:43]([F:45])[CH:44]=1)[C:32]1[CH:33]=[CH:34][C:35]([F:38])=[CH:36][CH:37]=1)[C:5]([NH:7][C:8]1[CH:9]=[N:10][CH:11]=[C:12]([F:30])[C:13]=1[CH2:14][CH2:15][C@H:16]([NH:23][S:24]([CH:27]1[CH2:29][CH2:28]1)(=[O:25])=[O:26])[CH2:17][N:18]([CH2:19][C@@H:20]([OH:22])[CH3:21])[C:47](=[O:48])[O:49][C:50]([CH3:53])([CH3:52])[CH3:51])=[O:6])=[N+:2]=[N-:3], predict the reactants needed to synthesize it. The reactants are: [N:1]([C@@H:4]([C@H:31]([C:39]1[CH:44]=[C:43]([F:45])[CH:42]=[C:41]([F:46])[CH:40]=1)[C:32]1[CH:37]=[CH:36][C:35]([F:38])=[CH:34][CH:33]=1)[C:5]([NH:7][C:8]1[CH:9]=[N:10][CH:11]=[C:12]([F:30])[C:13]=1[CH2:14][CH2:15][C@H:16]([NH:23][S:24]([CH:27]1[CH2:29][CH2:28]1)(=[O:26])=[O:25])[CH2:17][NH:18][CH2:19][C@@H:20]([OH:22])[CH3:21])=[O:6])=[N+:2]=[N-:3].[C:47](O[C:47]([O:49][C:50]([CH3:53])([CH3:52])[CH3:51])=[O:48])([O:49][C:50]([CH3:53])([CH3:52])[CH3:51])=[O:48].C(N(CC)CC)C.